This data is from Forward reaction prediction with 1.9M reactions from USPTO patents (1976-2016). The task is: Predict the product of the given reaction. (1) Given the reactants [CH2:1]([O:7][CH2:8][CH2:9][OH:10])[CH2:2][CH2:3][CH2:4][CH2:5][CH3:6].N1C=CC=CC=1.[C:17]1([CH3:27])[CH:22]=[CH:21][C:20]([S:23](Cl)(=[O:25])=[O:24])=[CH:19][CH:18]=1.Cl, predict the reaction product. The product is: [C:17]1([CH3:27])[CH:22]=[CH:21][C:20]([S:23]([O:10][CH2:9][CH2:8][O:7][CH2:1][CH2:2][CH2:3][CH2:4][CH2:5][CH3:6])(=[O:25])=[O:24])=[CH:19][CH:18]=1. (2) The product is: [C:3]([CH:2]([NH:1][C:17](=[O:18])[O:19][C:20]([CH3:23])([CH3:22])[CH3:21])[C:5]1[CH:10]=[CH:9][C:8]([O:11][C:12]([F:13])([F:14])[F:15])=[C:7]([F:16])[CH:6]=1)#[N:4]. Given the reactants [NH2:1][CH:2]([C:5]1[CH:10]=[CH:9][C:8]([O:11][C:12]([F:15])([F:14])[F:13])=[C:7]([F:16])[CH:6]=1)[C:3]#[N:4].[C:17](O[C:17]([O:19][C:20]([CH3:23])([CH3:22])[CH3:21])=[O:18])([O:19][C:20]([CH3:23])([CH3:22])[CH3:21])=[O:18].C(N(CC)CC)C.O, predict the reaction product. (3) Given the reactants [C:1]([O:5][C:6]([NH:8][C:9]1[C:13]2=[N:14][CH:15]=[C:16]([CH:18]=C)[CH:17]=[C:12]2[S:11][C:10]=1[C:20]([O:22][CH3:23])=[O:21])=[O:7])([CH3:4])([CH3:3])[CH3:2].C(Cl)Cl.[O:27]=[O+][O-].N#N, predict the reaction product. The product is: [C:1]([O:5][C:6]([NH:8][C:9]1[C:13]2=[N:14][CH:15]=[C:16]([CH:18]=[O:27])[CH:17]=[C:12]2[S:11][C:10]=1[C:20]([O:22][CH3:23])=[O:21])=[O:7])([CH3:3])([CH3:2])[CH3:4].